This data is from Forward reaction prediction with 1.9M reactions from USPTO patents (1976-2016). The task is: Predict the product of the given reaction. Given the reactants Br[C:2]1[O:7][C:6]2[CH:8]=[CH:9][CH:10]=[CH:11][C:5]=2[O:4][CH:3]=1.C([Li])CCC.B(F)(F)F.[CH3:21][CH2:22][O:23]CC.C1OC1.[Cl-].[NH4+], predict the reaction product. The product is: [O:7]1[C:6]2[CH:8]=[CH:9][CH:10]=[CH:11][C:5]=2[O:4][CH:3]=[C:2]1[CH2:21][CH2:22][OH:23].